This data is from Full USPTO retrosynthesis dataset with 1.9M reactions from patents (1976-2016). The task is: Predict the reactants needed to synthesize the given product. (1) Given the product [F:8][C:6]1[CH:5]=[CH:4][C:3]([C:9]2[N:14]=[CH:13][N:12]=[C:11]([NH:15][C:16]3[CH:31]=[CH:30][CH:29]=[C:18]([CH2:19][S:20]([CH3:22])(=[NH:23])=[O:21])[CH:17]=3)[N:10]=2)=[C:2]([O:39][CH2:38][C:34]2[CH:33]=[N:32][CH:37]=[CH:36][CH:35]=2)[CH:7]=1, predict the reactants needed to synthesize it. The reactants are: F[C:2]1[CH:7]=[C:6]([F:8])[CH:5]=[CH:4][C:3]=1[C:9]1[N:14]=[CH:13][N:12]=[C:11]([NH:15][C:16]2[CH:17]=[C:18]([CH:29]=[CH:30][CH:31]=2)[CH2:19][S:20](=[N:23]C(=O)OCC)([CH3:22])=[O:21])[N:10]=1.[N:32]1[CH:37]=[CH:36][CH:35]=[C:34]([CH2:38][OH:39])[CH:33]=1. (2) The reactants are: [N+:1]([C:4]1[S:8][CH:7]=[C:6]([C:9]#[N:10])[C:5]=1[C:11]1[N:12]=[CH:13][S:14][CH:15]=1)([O-])=O.O.O.[Sn](Cl)Cl. Given the product [NH2:1][C:4]1[S:8][CH:7]=[C:6]([C:9]#[N:10])[C:5]=1[C:11]1[N:12]=[CH:13][S:14][CH:15]=1, predict the reactants needed to synthesize it. (3) The reactants are: [CH2:1]([N:3]1[C:9](=[O:10])[C:8]([CH3:12])([CH3:11])[C:7](=[O:13])[N:6]([CH3:14])[C:5]2[CH:15]=[C:16](OS(C(F)(F)F)(=O)=O)[CH:17]=[CH:18][C:4]1=2)[CH3:2].[C:27]([O:31][CH2:32][CH3:33])(=[O:30])[CH:28]=[CH2:29].[Cl-].[Li+].C(N(CC)CC)C. Given the product [CH2:32]([O:31][C:27](=[O:30])/[CH:28]=[CH:29]/[C:16]1[CH:17]=[CH:18][C:4]2[N:3]([CH2:1][CH3:2])[C:9](=[O:10])[C:8]([CH3:11])([CH3:12])[C:7](=[O:13])[N:6]([CH3:14])[C:5]=2[CH:15]=1)[CH3:33], predict the reactants needed to synthesize it. (4) Given the product [Br:1][C:2]1[C:11]2[C:6](=[CH:7][C:8]([O:12][CH3:13])=[CH:9][CH:10]=2)[CH:5]=[CH:4][C:3]=1[C:14]1[CH:19]=[CH:18][C:17]([S:20]([CH3:23])(=[O:22])=[O:21])=[CH:16][CH:15]=1, predict the reactants needed to synthesize it. The reactants are: [Br:1][C:2]1[C:11]2[C:6](=[CH:7][C:8]([O:12][CH3:13])=[CH:9][CH:10]=2)[CH2:5][CH2:4][C:3]=1[C:14]1[CH:19]=[CH:18][C:17]([S:20]([CH3:23])(=[O:22])=[O:21])=[CH:16][CH:15]=1.ClC1C(=O)C(C#N)=C(C#N)C(=O)C=1Cl.C(#N)C.[OH-].[Na+]. (5) Given the product [Cl:18][C:19]1[CH:27]=[CH:26][C:22]([C:23]2[NH:35][C:4](=[O:6])[C:3]3[C:7](=[CH:8][C:9]([C:12]([F:15])([F:14])[F:13])=[C:10]([F:11])[C:2]=3[F:1])[N:25]=2)=[CH:21][CH:20]=1, predict the reactants needed to synthesize it. The reactants are: [F:1][C:2]1[C:10]([F:11])=[C:9]([C:12]([F:15])([F:14])[F:13])[CH:8]=[C:7](I)[C:3]=1[C:4]([OH:6])=O.Cl.[Cl:18][C:19]1[CH:27]=[CH:26][C:22]([C:23]([NH2:25])=O)=[CH:21][CH:20]=1.C(=O)([O-])[O-].[Cs+].[Cs+].C[N:35](C)C=O. (6) Given the product [Br:10][C:11]1[CH:12]=[CH:13][C:14]([CH2:15][C:16]23[CH2:23][CH2:22][CH2:21][N:20]2[C:19](=[O:24])[N:18]([C:25]2[CH:30]=[C:29]([Cl:31])[C:28]([O:32][CH2:2][CH2:3][CH2:4][C:5]([O:7][CH2:8][CH3:9])=[O:6])=[C:27]([Cl:33])[CH:26]=2)[C:17]3=[O:34])=[CH:35][CH:36]=1, predict the reactants needed to synthesize it. The reactants are: Br[CH2:2][CH2:3][CH2:4][C:5]([O:7][CH2:8][CH3:9])=[O:6].[Br:10][C:11]1[CH:36]=[CH:35][C:14]([CH2:15][C:16]23[CH2:23][CH2:22][CH2:21][N:20]2[C:19](=[O:24])[N:18]([C:25]2[CH:30]=[C:29]([Cl:31])[C:28]([OH:32])=[C:27]([Cl:33])[CH:26]=2)[C:17]3=[O:34])=[CH:13][CH:12]=1.C([O-])([O-])=O.[K+].[K+]. (7) Given the product [F:1][C:2]1[CH:10]=[CH:9][C:5]([C:6]2[CH:13]=[C:12]([C:11]([O:15][CH3:16])=[O:14])[O:8][N:7]=2)=[CH:4][CH:3]=1, predict the reactants needed to synthesize it. The reactants are: [F:1][C:2]1[CH:10]=[CH:9][C:5](/[CH:6]=[N:7]/[OH:8])=[CH:4][CH:3]=1.[C:11]([O:15][CH3:16])(=[O:14])[C:12]#[CH:13].[Cl-].[K+].OOS([O-])=O.[K+]. (8) Given the product [CH3:22][CH:20]([C:18]1[S:19][C:15]([C:13]2[CH:12]=[CH:11][N:10]=[C:9]([NH:7][CH2:6][CH2:5][S:2]([CH3:1])(=[O:4])=[O:3])[N:14]=2)=[C:16]([C:23]2[CH:24]=[C:25]([NH:29][S:30]([C:33]3[O:34][CH:35]=[CH:36][CH:37]=3)(=[O:32])=[O:31])[CH:26]=[CH:27][CH:28]=2)[N:17]=1)[CH3:21], predict the reactants needed to synthesize it. The reactants are: [CH3:1][S:2]([CH2:5][CH2:6][NH2:7])(=[O:4])=[O:3].Cl[C:9]1[N:14]=[C:13]([C:15]2[S:19][C:18]([CH:20]([CH3:22])[CH3:21])=[N:17][C:16]=2[C:23]2[CH:24]=[C:25]([NH:29][S:30]([C:33]3[O:34][CH:35]=[CH:36][CH:37]=3)(=[O:32])=[O:31])[CH:26]=[CH:27][CH:28]=2)[CH:12]=[CH:11][N:10]=1.C(OCC)C.